This data is from Full USPTO retrosynthesis dataset with 1.9M reactions from patents (1976-2016). The task is: Predict the reactants needed to synthesize the given product. (1) Given the product [OH:22][CH:9]([C:6]1[CH:5]=[CH:4][C:3]([C:1](=[N:29][OH:30])[NH2:2])=[CH:8][CH:7]=1)[CH2:10][N:11]1[CH2:12][CH:13]([C:15]([O:17][C:18]([CH3:19])([CH3:21])[CH3:20])=[O:16])[CH2:14]1, predict the reactants needed to synthesize it. The reactants are: [C:1]([C:3]1[CH:8]=[CH:7][C:6]([CH:9]([OH:22])[CH2:10][N:11]2[CH2:14][CH:13]([C:15]([O:17][C:18]([CH3:21])([CH3:20])[CH3:19])=[O:16])[CH2:12]2)=[CH:5][CH:4]=1)#[N:2].C(=O)(O)[O-].[Na+].Cl.[NH2:29][OH:30]. (2) Given the product [CH2:5]1[C:4]2([CH2:7][CH2:8][C:9](=[O:11])[CH2:2][C:1]2=[O:3])[CH2:6]1, predict the reactants needed to synthesize it. The reactants are: [C:1]([C:4]1([CH2:7][CH2:8][C:9]([O:11]C)=O)[CH2:6][CH2:5]1)(=[O:3])[CH3:2].[H-].[Na+]. (3) Given the product [CH3:1][C:2]1[CH:10]=[CH:9][C:8]([N+:11]([O-:13])=[O:12])=[CH:7][C:3]=1[C:4]([O:6][CH2:25][CH3:26])=[O:5], predict the reactants needed to synthesize it. The reactants are: [CH3:1][C:2]1[CH:10]=[CH:9][C:8]([N+:11]([O-:13])=[O:12])=[CH:7][C:3]=1[C:4]([OH:6])=[O:5].S(=O)(=O)(O)O.C([O-])([O-])=O.[Na+].[Na+].[CH2:25](O)[CH3:26]. (4) Given the product [Cl:18][C:19]1[CH:20]=[C:21]([CH:24]=[CH:25][C:26]=1[N:27]1[CH2:32][CH2:31][N:30]([CH2:2][C:3]2[CH:12]=[N:11][C:10]3[N:9]4[CH2:13][CH2:14][CH2:15][C@H:8]4[C:7](=[O:16])[NH:6][C:5]=3[CH:4]=2)[CH2:29][CH2:28]1)[C:22]#[N:23], predict the reactants needed to synthesize it. The reactants are: O[CH2:2][C:3]1[CH:12]=[N:11][C:10]2[N:9]3[CH2:13][CH2:14][CH2:15][C@H:8]3[C:7](=[O:16])[NH:6][C:5]=2[CH:4]=1.Cl.[Cl:18][C:19]1[CH:20]=[C:21]([CH:24]=[CH:25][C:26]=1[N:27]1[CH2:32][CH2:31][NH:30][CH2:29][CH2:28]1)[C:22]#[N:23].[I-].C(C[P+](C)(C)C)#N.C(N(CC)C(C)C)(C)C. (5) Given the product [F:15][C:14]([F:17])([F:16])[C:1]([C:4]1[CH:13]=[CH:12][C:7]([C:8]([O:10][CH3:11])=[O:9])=[CH:6][CH:5]=1)([OH:3])[CH3:2], predict the reactants needed to synthesize it. The reactants are: [C:1]([C:4]1[CH:13]=[CH:12][C:7]([C:8]([O:10][CH3:11])=[O:9])=[CH:6][CH:5]=1)(=[O:3])[CH3:2].[C:14]([Si](C)(C)C)([F:17])([F:16])[F:15].CCCC[N+](CCCC)(CCCC)CCCC.[F-]. (6) The reactants are: FC(F)(F)S(O[C:7]1[C:11]2[CH:12]=[N:13][CH:14]=[CH:15][C:10]=2[O:9][C:8]=1[C:16]([O:18][CH2:19][CH3:20])=[O:17])(=O)=O.[F:23][C:24]1[CH:29]=[C:28]([Si:30]([CH3:33])([CH3:32])[CH3:31])[CH:27]=[CH:26][C:25]=1[NH2:34].[O-]P([O-])([O-])=O.[K+].[K+].[K+]. Given the product [CH3:31][Si:30]([CH3:33])([CH3:32])[C:28]1[CH:27]=[CH:26][C:25]([NH:34][C:7]2[C:11]3[CH:12]=[N:13][CH:14]=[CH:15][C:10]=3[O:9][C:8]=2[C:16]([O:18][CH2:19][CH3:20])=[O:17])=[C:24]([F:23])[CH:29]=1, predict the reactants needed to synthesize it. (7) Given the product [N:1]([C:2]1[CH:7]=[CH:6][C:5]([S:8]([NH2:11])(=[O:9])=[O:10])=[CH:4][CH:3]=1)=[C:13]=[S:14], predict the reactants needed to synthesize it. The reactants are: [NH2:1][C:2]1[CH:7]=[CH:6][C:5]([S:8]([NH2:11])(=[O:10])=[O:9])=[CH:4][CH:3]=1.Cl.[C:13](Cl)(Cl)=[S:14]. (8) Given the product [NH2:24][C:25]1[C:30]2[C:31]([C:34]3[CH:35]=[C:36]([NH:40][C:8](=[O:9])[CH2:7][C:1]4[CH:6]=[CH:5][CH:4]=[CH:3][CH:2]=4)[CH:37]=[CH:38][CH:39]=3)=[CH:32][S:33][C:29]=2[C:28]([C:53]2[CH:54]=[N:55][CH:56]=[CH:57][CH:58]=2)=[CH:27][N:26]=1, predict the reactants needed to synthesize it. The reactants are: [C:1]1([CH2:7][C:8](Cl)=[O:9])[CH:6]=[CH:5][CH:4]=[CH:3][CH:2]=1.FC(F)(F)C1C=C(C=CC=1)C(Cl)=O.[NH2:24][C:25]1[C:30]2[C:31]([C:34]3[CH:35]=[C:36]([NH:40]C(=O)C4C=CC=C(C(F)(F)F)C=4)[CH:37]=[CH:38][CH:39]=3)=[CH:32][S:33][C:29]=2[C:28]([C:53]2[CH:54]=[N:55][CH:56]=[CH:57][CH:58]=2)=[CH:27][N:26]=1. (9) Given the product [F:1][C:2]1[CH:7]=[CH:6][C:5]([O:8][C:10]2[CH:17]=[CH:16][C:13]([CH:14]=[O:15])=[CH:12][CH:11]=2)=[CH:4][CH:3]=1, predict the reactants needed to synthesize it. The reactants are: [F:1][C:2]1[CH:7]=[CH:6][C:5]([OH:8])=[CH:4][CH:3]=1.F[C:10]1[CH:17]=[CH:16][C:13]([CH:14]=[O:15])=[CH:12][CH:11]=1.C([O-])([O-])=O.[K+].[K+].